The task is: Predict which catalyst facilitates the given reaction.. This data is from Catalyst prediction with 721,799 reactions and 888 catalyst types from USPTO. Reactant: Cl[C:2]1[NH:3][C:4]([C:13]2[CH:18]=[CH:17][CH:16]=[CH:15][CH:14]=2)=[C:5]([F:12])[C:6]=1[C:7]([O:9][CH2:10][CH3:11])=[O:8]. Product: [F:12][C:5]1[C:6]([C:7]([O:9][CH2:10][CH3:11])=[O:8])=[CH:2][NH:3][C:4]=1[C:13]1[CH:18]=[CH:17][CH:16]=[CH:15][CH:14]=1. The catalyst class is: 178.